Dataset: Catalyst prediction with 721,799 reactions and 888 catalyst types from USPTO. Task: Predict which catalyst facilitates the given reaction. Reactant: [CH:1]1[C:6]2[C:7]3[N:11]([CH2:12][CH:13]([CH2:15][OH:16])[O:14][C:5]=2[CH:4]=[CH:3][CH:2]=1)[C:10]1[CH:17]=[CH:18][CH:19]=[CH:20][C:9]=1[N:8]=3.[S:21](Cl)([C:24]1[CH:30]=[CH:29][C:27]([CH3:28])=[CH:26][CH:25]=1)(=[O:23])=[O:22]. Product: [C:27]1([CH3:28])[CH:29]=[CH:30][C:24]([S:21]([O:16][CH2:15][CH:13]2[CH2:12][N:11]3[C:7](=[N:8][C:9]4[CH:20]=[CH:19][CH:18]=[CH:17][C:10]=43)[C:6]3[CH:1]=[CH:2][CH:3]=[CH:4][C:5]=3[O:14]2)(=[O:23])=[O:22])=[CH:25][CH:26]=1. The catalyst class is: 17.